This data is from Catalyst prediction with 721,799 reactions and 888 catalyst types from USPTO. The task is: Predict which catalyst facilitates the given reaction. (1) Reactant: C1(C)C=CC=CC=1P(C1C=CC=CC=1C)C1C=CC=CC=1C.[CH3:23][N:24]1[CH2:28][CH2:27][CH2:26][C@@H:25]1[CH2:29][C:30]1[C:38]2[C:33](=[CH:34][CH:35]=[C:36]([Br:39])[CH:37]=2)[NH:32][CH:31]=1.[CH:40]([S:42]([C:45]1[CH:50]=[CH:49][CH:48]=[CH:47][CH:46]=1)(=[O:44])=[O:43])=[CH2:41].C(N(CC)CC)C. Product: [BrH:39].[CH3:23][N:24]1[CH2:28][CH2:27][CH2:26][C@@H:25]1[CH2:29][C:30]1[C:38]2[C:33](=[CH:34][CH:35]=[C:36]([CH:41]=[CH:40][S:42]([C:45]3[CH:50]=[CH:49][CH:48]=[CH:47][CH:46]=3)(=[O:43])=[O:44])[CH:37]=2)[NH:32][CH:31]=1. The catalyst class is: 613. (2) Reactant: [OH-].[K+].[C:3]([N:6]([CH2:20][C:21]1[CH:26]=[CH:25][CH:24]=[CH:23][C:22]=1[C:27]([O:29]C)=[O:28])[C:7]1[CH:12]=[CH:11][CH:10]=[CH:9][C:8]=1[O:13][C:14]1[CH:19]=[CH:18][CH:17]=[CH:16][CH:15]=1)(=[O:5])[CH3:4]. Product: [C:3]([N:6]([CH2:20][C:21]1[CH:26]=[CH:25][CH:24]=[CH:23][C:22]=1[C:27]([OH:29])=[O:28])[C:7]1[CH:12]=[CH:11][CH:10]=[CH:9][C:8]=1[O:13][C:14]1[CH:19]=[CH:18][CH:17]=[CH:16][CH:15]=1)(=[O:5])[CH3:4]. The catalyst class is: 5. (3) Reactant: ClC(Cl)(Cl)C[O:4][C:5](=O)[NH:6][C:7]1[N:8]([C:16]2[CH:17]=[N:18][CH:19]=[C:20]([O:22][CH2:23][CH2:24][OH:25])[CH:21]=2)[N:9]=[C:10]([C:12]([CH3:15])([CH3:14])[CH3:13])[CH:11]=1.[CH3:29][C@H:30]1[CH2:35][CH2:34][CH2:33][CH2:32][N:31]1[C:36]1[N:40]2[CH:41]=[C:42]([O:45][C@H:46]3[C:55]4[C:50](=[CH:51][CH:52]=[CH:53][CH:54]=4)[C@@H:49]([NH2:56])[CH2:48][CH2:47]3)[CH:43]=[CH:44][C:39]2=[N:38][N:37]=1.CCN(C(C)C)C(C)C. Product: [C:12]([C:10]1[CH:11]=[C:7]([NH:6][C:5]([NH:56][C@@H:49]2[C:50]3[C:55](=[CH:54][CH:53]=[CH:52][CH:51]=3)[C@H:46]([O:45][C:42]3[CH:43]=[CH:44][C:39]4[N:40]([C:36]([N:31]5[CH2:32][CH2:33][CH2:34][CH2:35][C@@H:30]5[CH3:29])=[N:37][N:38]=4)[CH:41]=3)[CH2:47][CH2:48]2)=[O:4])[N:8]([C:16]2[CH:17]=[N:18][CH:19]=[C:20]([O:22][CH2:23][CH2:24][OH:25])[CH:21]=2)[N:9]=1)([CH3:15])([CH3:13])[CH3:14]. The catalyst class is: 12. (4) Reactant: [Al+3].[Cl-].[Cl-].[Cl-].[F:5][C:6]1[CH:14]=[CH:13][C:9]([C:10](Cl)=[O:11])=[CH:8][CH:7]=1.[Br:15][C:16]1[CH:17]=[C:18]([O:22][CH3:23])[CH:19]=[CH:20][CH:21]=1.Cl. Product: [Br:15][C:16]1[CH:21]=[CH:20][C:19]([C:10]([C:9]2[CH:13]=[CH:14][C:6]([F:5])=[CH:7][CH:8]=2)=[O:11])=[C:18]([O:22][CH3:23])[CH:17]=1. The catalyst class is: 26. (5) Reactant: [CH2:1]([N:4]1[C:12]2[C:7](=[CH:8][C:9]([CH:13]=O)=[CH:10][CH:11]=2)[CH:6]=[CH:5]1)[C:2]#[CH:3].[NH:15]1[CH2:19][CH2:18][CH2:17][CH2:16]1.[BH-](OC(C)=O)(OC(C)=O)OC(C)=O.[Na+].C([O-])([O-])=O.[K+].[K+]. Product: [CH2:1]([N:4]1[C:12]2[C:7](=[CH:8][C:9]([CH2:13][N:15]3[CH2:19][CH2:18][CH2:17][CH2:16]3)=[CH:10][CH:11]=2)[CH:6]=[CH:5]1)[C:2]#[CH:3]. The catalyst class is: 559.